From a dataset of Forward reaction prediction with 1.9M reactions from USPTO patents (1976-2016). Predict the product of the given reaction. (1) The product is: [CH2:18]([N:20]([CH2:21][CH3:22])[CH2:2][CH2:3][O:4][C:5]1[C:10]2[CH:11]=[CH:12][O:13][C:9]=2[C:8]([CH2:14][C:15]([NH2:17])=[O:16])=[CH:7][CH:6]=1)[CH3:19]. Given the reactants Br[CH2:2][CH2:3][O:4][C:5]1[C:10]2[CH:11]=[CH:12][O:13][C:9]=2[C:8]([CH2:14][C:15]([NH2:17])=[O:16])=[CH:7][CH:6]=1.[CH2:18]([NH:20][CH2:21][CH3:22])[CH3:19], predict the reaction product. (2) The product is: [F:1][C:2]1[C:10]([CH3:11])=[CH:9][C:5]([C:6]([O:8][CH3:19])=[O:7])=[C:4]([N+:12]([O-:14])=[O:13])[CH:3]=1. Given the reactants [F:1][C:2]1[C:10]([CH3:11])=[CH:9][C:5]([C:6]([OH:8])=[O:7])=[C:4]([N+:12]([O-:14])=[O:13])[CH:3]=1.O=S(Cl)Cl.[CH3:19]O, predict the reaction product. (3) Given the reactants C[O:2][C:3](=[O:18])[CH2:4][C:5]1[CH:10]=[CH:9][C:8]([O:11][CH2:12][O:13][CH2:14][CH2:15][O:16][CH3:17])=[CH:7][CH:6]=1.[OH-].[Na+], predict the reaction product. The product is: [CH3:17][O:16][CH2:15][CH2:14][O:13][CH2:12][O:11][C:8]1[CH:9]=[CH:10][C:5]([CH2:4][C:3]([OH:18])=[O:2])=[CH:6][CH:7]=1. (4) Given the reactants C(Cl)CCl.[Cl:5][C:6]1[CH:7]=[CH:8][C:9]([CH:21]([NH:26][C:27]2[CH:32]=[CH:31][C:30]([O:33][CH3:34])=[CH:29][CH:28]=2)[C:22]([F:25])([F:24])[F:23])=[C:10]([CH:20]=1)[CH2:11][NH:12][C:13](=[O:19])[C@@H:14]1[CH2:18][CH2:17][CH2:16][NH:15]1.[C:35](O)(=[O:44])[C@@H:36]([CH:38]1[CH2:43][CH2:42][CH2:41][CH2:40][CH2:39]1)[OH:37].C1C=NC2N(O)N=NC=2C=1, predict the reaction product. The product is: [Cl:5][C:6]1[CH:7]=[CH:8][C:9]([CH:21]([NH:26][C:27]2[CH:32]=[CH:31][C:30]([O:33][CH3:34])=[CH:29][CH:28]=2)[C:22]([F:25])([F:24])[F:23])=[C:10]([CH:20]=1)[CH2:11][NH:12][C:13](=[O:19])[C@@H:14]1[CH2:18][CH2:17][CH2:16][N:15]1[C:35](=[O:44])[C@@H:36]([CH:38]1[CH2:43][CH2:42][CH2:41][CH2:40][CH2:39]1)[OH:37]. (5) The product is: [Cl:11][C:4]1[CH:3]=[C:2]([N:15]2[CH2:14][CH2:13][N:12]([C:18]([O:20][C:21]([CH3:24])([CH3:23])[CH3:22])=[O:19])[CH2:17][CH2:16]2)[N:7]=[C:6]2[CH2:8][CH2:9][CH2:10][C:5]=12. Given the reactants Cl[C:2]1[N:7]=[C:6]2[CH2:8][CH2:9][CH2:10][C:5]2=[C:4]([Cl:11])[CH:3]=1.[N:12]1([C:18]([O:20][C:21]([CH3:24])([CH3:23])[CH3:22])=[O:19])[CH2:17][CH2:16][NH:15][CH2:14][CH2:13]1, predict the reaction product. (6) Given the reactants Cl[C:2]([C:4]1[CH:5]=[C:6]([C:30]#[N:31])[C:7]([N:17]2[CH2:22][CH2:21][CH:20]([C:23]([O:25][C:26]([CH3:29])([CH3:28])[CH3:27])=[O:24])[CH2:19][CH2:18]2)=[N:8][C:9]=1[CH2:10][N:11]1[CH2:15][CH2:14][CH2:13][C:12]1=[O:16])=[O:3].[CH:32]([Mg]Br)([CH3:34])[CH3:33], predict the reaction product. The product is: [C:30]([C:6]1[C:7]([N:17]2[CH2:22][CH2:21][CH:20]([C:23]([O:25][C:26]([CH3:29])([CH3:28])[CH3:27])=[O:24])[CH2:19][CH2:18]2)=[N:8][C:9]([CH2:10][N:11]2[CH2:15][CH2:14][CH2:13][C:12]2=[O:16])=[C:4]([C:2](=[O:3])[CH:32]([CH3:34])[CH3:33])[CH:5]=1)#[N:31].